From a dataset of NCI-60 drug combinations with 297,098 pairs across 59 cell lines. Regression. Given two drug SMILES strings and cell line genomic features, predict the synergy score measuring deviation from expected non-interaction effect. Drug 1: C1=CC(=CC=C1CCC2=CNC3=C2C(=O)NC(=N3)N)C(=O)NC(CCC(=O)O)C(=O)O. Drug 2: C1=CC=C(C(=C1)C(C2=CC=C(C=C2)Cl)C(Cl)Cl)Cl. Cell line: M14. Synergy scores: CSS=12.1, Synergy_ZIP=-2.85, Synergy_Bliss=-6.11, Synergy_Loewe=-22.4, Synergy_HSA=-4.93.